This data is from Full USPTO retrosynthesis dataset with 1.9M reactions from patents (1976-2016). The task is: Predict the reactants needed to synthesize the given product. (1) Given the product [C:18]([O:17][C:15]([N:14]1[CH2:13][CH2:12][CH2:11][CH:10]1[C:8]1[S:7][C:6]([CH3:23])=[C:5]([C:3]([O:2][CH3:1])=[O:4])[CH:9]=1)=[O:16])([CH3:21])([CH3:20])[CH3:19], predict the reactants needed to synthesize it. The reactants are: [CH3:1][O:2][C:3]([C:5]1[CH:9]=[C:8]([CH:10](O)[CH2:11][CH2:12][CH2:13][NH:14][C:15]([O:17][C:18]([CH3:21])([CH3:20])[CH3:19])=[O:16])[S:7][C:6]=1[CH3:23])=[O:4].C(N(CC)CC)C.CS(Cl)(=O)=O.O. (2) Given the product [C:13]([O:17][C:18]([N:20]1[CH:24]2[CH2:25][CH2:26][CH:21]1[CH:22]=[CH:23]2)=[O:19])([CH3:16])([CH3:14])[CH3:15], predict the reactants needed to synthesize it. The reactants are: [Na].C(O)(C)(C)C.C(OCC)(=O)C.[C:13]([O:17][C:18]([N:20]1[CH:24]2[CH2:25][CH2:26][CH:21]1[C:22](S(C1C=CC(C)=CC=1)(=O)=O)=[CH:23]2)=[O:19])([CH3:16])([CH3:15])[CH3:14].